From a dataset of Catalyst prediction with 721,799 reactions and 888 catalyst types from USPTO. Predict which catalyst facilitates the given reaction. (1) Reactant: Br[C:2]1[CH:11]=[C:10]2[C:5]([CH2:6][C:7]([CH2:14][C:15]3[CH:20]=[CH:19][C:18]([Br:21])=[CH:17][CH:16]=3)([CH3:13])[CH2:8][C:9]2=[O:12])=[CH:4][CH:3]=1.[Cl:22][C:23]1[CH:24]=[C:25](B(O)O)[CH:26]=[N:27][CH:28]=1.C([O-])([O-])=O.[Na+].[Na+]. Product: [Br:21][C:18]1[CH:17]=[CH:16][C:15]([CH2:14][C:7]2([CH3:13])[CH2:6][C:5]3[C:10](=[CH:11][C:2]([C:25]4[CH:26]=[N:27][CH:28]=[C:23]([Cl:22])[CH:24]=4)=[CH:3][CH:4]=3)[C:9](=[O:12])[CH2:8]2)=[CH:20][CH:19]=1. The catalyst class is: 203. (2) Reactant: [CH3:1][O:2][C:3]([C:5]1([C:11]2[CH:16]=[CH:15][C:14]([N+:17]([O-])=O)=[CH:13][CH:12]=2)[CH2:10][CH2:9][O:8][CH2:7][CH2:6]1)=[O:4]. Product: [CH3:1][O:2][C:3]([C:5]1([C:11]2[CH:12]=[CH:13][C:14]([NH2:17])=[CH:15][CH:16]=2)[CH2:6][CH2:7][O:8][CH2:9][CH2:10]1)=[O:4]. The catalyst class is: 43. (3) Reactant: [Cl:1][C:2]1[CH:10]=[C:9]2[C:5]([C:6]([CH2:11][CH3:12])=[CH:7][NH:8]2)=[CH:4][CH:3]=1.[H-].[Na+].[CH3:15][O:16][C:17]1[CH:22]=[CH:21][C:20]([S:23](Cl)(=[O:25])=[O:24])=[CH:19][C:18]=1[N:27]1[CH2:32][CH2:31][N:30]([C:33](=[O:38])[C:34]([Cl:37])([Cl:36])[Cl:35])[CH2:29][CH2:28]1. Product: [Cl:37][C:34]([Cl:35])([Cl:36])[C:33]([N:30]1[CH2:31][CH2:32][N:27]([C:18]2[CH:19]=[C:20]([S:23]([N:8]3[C:9]4[C:5](=[CH:4][CH:3]=[C:2]([Cl:1])[CH:10]=4)[C:6]([CH2:11][CH3:12])=[CH:7]3)(=[O:24])=[O:25])[CH:21]=[CH:22][C:17]=2[O:16][CH3:15])[CH2:28][CH2:29]1)=[O:38]. The catalyst class is: 1. (4) Reactant: [Si:1]([O:8][CH2:9][C@@H:10]([N:13]1C(=O)C2C(=CC=CC=2)C1=O)[CH:11]=[CH2:12])([C:4]([CH3:7])([CH3:6])[CH3:5])([CH3:3])[CH3:2].NN.O. Product: [Si:1]([O:8][CH2:9][C@@H:10]([NH2:13])[CH:11]=[CH2:12])([C:4]([CH3:7])([CH3:6])[CH3:5])([CH3:3])[CH3:2]. The catalyst class is: 5. (5) Reactant: [F:1][C:2]([F:25])([F:24])[C:3]1[CH:4]=[C:5]([CH:21]=[CH:22][CH:23]=1)[CH2:6][N:7]1[CH2:12][CH2:11][CH:10]([NH:13][C:14](=O)OC(C)(C)C)[CH2:9][CH2:8]1.[H-].[H-].[H-].[H-].[Li+].[Al+3]. Product: [CH3:14][NH:13][CH:10]1[CH2:9][CH2:8][N:7]([CH2:6][C:5]2[CH:21]=[CH:22][CH:23]=[C:3]([C:2]([F:25])([F:1])[F:24])[CH:4]=2)[CH2:12][CH2:11]1. The catalyst class is: 7. (6) Reactant: [C:1]([Si:5]([C:24]1[CH:29]=[CH:28][CH:27]=[CH:26][CH:25]=1)([C:18]1[CH:23]=[CH:22][CH:21]=[CH:20][CH:19]=1)[O:6][CH2:7][CH2:8][C:9]1[CH:14]=[C:13]([Cl:15])[C:12]([OH:16])=[C:11]([Cl:17])[CH:10]=1)([CH3:4])([CH3:3])[CH3:2].N12CCN(CC1)CC2.[CH3:38][N:39]([CH3:43])[C:40](Cl)=[S:41]. Product: [C:1]([Si:5]([C:24]1[CH:29]=[CH:28][CH:27]=[CH:26][CH:25]=1)([C:18]1[CH:19]=[CH:20][CH:21]=[CH:22][CH:23]=1)[O:6][CH2:7][CH2:8][C:9]1[CH:14]=[C:13]([Cl:15])[C:12]([O:16][C:40](=[S:41])[N:39]([CH3:43])[CH3:38])=[C:11]([Cl:17])[CH:10]=1)([CH3:4])([CH3:2])[CH3:3]. The catalyst class is: 42.